From a dataset of Forward reaction prediction with 1.9M reactions from USPTO patents (1976-2016). Predict the product of the given reaction. (1) Given the reactants [NH2:1][C:2]1[S:3][C:4]([C:7]#[N:8])=[CH:5][N:6]=1.[C:9](OC(=O)C)(=[O:11])[CH3:10], predict the reaction product. The product is: [C:9]([NH:1][C:2]1[S:3][C:4]([C:7]#[N:8])=[CH:5][N:6]=1)(=[O:11])[CH3:10]. (2) Given the reactants C(Cl)(=O)C(Cl)=O.[F:7][C:8]([F:22])([F:21])/[CH:9]=[CH:10]/[C:11]1[CH:19]=[CH:18][C:14]([C:15]([OH:17])=O)=[C:13]([CH3:20])[CH:12]=1.CCN(CC)CC.[N:30]1[C:39]2[C:34](=[CH:35][CH:36]=[N:37][C:38]=2[NH2:40])[CH:33]=[CH:32][CH:31]=1, predict the reaction product. The product is: [CH3:20][C:13]1[CH:12]=[C:11](/[CH:10]=[CH:9]/[C:8]([F:7])([F:22])[F:21])[CH:19]=[CH:18][C:14]=1[C:15]([NH:40][C:38]1[N:37]=[CH:36][CH:35]=[C:34]2[C:39]=1[N:30]=[CH:31][CH:32]=[CH:33]2)=[O:17]. (3) Given the reactants [CH3:1][C:2]1[CH:36]=[CH:35][CH:34]=[CH:33][C:3]=1[CH2:4][O:5][C:6]1[CH:7]=[C:8]([CH:22]=[C:23]([O:25][CH2:26][C:27]2[CH:31]=[C:30]([CH3:32])[O:29][N:28]=2)[CH:24]=1)[C:9]([NH:11][C:12]1[N:17]=[CH:16][C:15]([C:18]([O:20]C)=[O:19])=[CH:14][CH:13]=1)=[O:10].[OH-].[Na+].Cl, predict the reaction product. The product is: [CH3:1][C:2]1[CH:36]=[CH:35][CH:34]=[CH:33][C:3]=1[CH2:4][O:5][C:6]1[CH:7]=[C:8]([CH:22]=[C:23]([O:25][CH2:26][C:27]2[CH:31]=[C:30]([CH3:32])[O:29][N:28]=2)[CH:24]=1)[C:9]([NH:11][C:12]1[N:17]=[CH:16][C:15]([C:18]([OH:20])=[O:19])=[CH:14][CH:13]=1)=[O:10]. (4) Given the reactants [Cl:1][C:2]1[CH:7]=[C:6]([Cl:8])[CH:5]=[C:4]([Cl:9])[C:3]=1[NH:10][C:11]([NH:13][C:14]1[C:15]([C:24]([N:26]([CH2:33][C:34]2[CH:39]=[CH:38][CH:37]=[CH:36][CH:35]=2)[CH2:27][C:28]([O:30]CC)=[O:29])=[O:25])=[CH:16][C:17]2[C:22]([CH:23]=1)=[CH:21][CH:20]=[CH:19][CH:18]=2)=[O:12].Cl, predict the reaction product. The product is: [C:34]1([CH2:33][N:26]([C:24]([C:15]2[C:14]([NH:13][C:11]([NH:10][C:3]3[C:4]([Cl:9])=[CH:5][C:6]([Cl:8])=[CH:7][C:2]=3[Cl:1])=[O:12])=[CH:23][C:22]3[C:17](=[CH:18][CH:19]=[CH:20][CH:21]=3)[CH:16]=2)=[O:25])[CH2:27][C:28]([OH:30])=[O:29])[CH:39]=[CH:38][CH:37]=[CH:36][CH:35]=1. (5) Given the reactants [NH2:1][C@@H:2]([CH2:4][OH:5])C.[Cl:6][C:7]1[N:12]=[C:11](Cl)[C:10]([C:14]([N:16]([CH3:18])[CH3:17])=[O:15])=[C:9]([Cl:19])[N:8]=1.C(N(CC)CC)C.[OH2:27], predict the reaction product. The product is: [Cl:6][C:7]1[N:8]=[C:9]([Cl:19])[C:10]([C:14]([N:16]([CH3:18])[CH3:17])=[O:15])=[C:11]([NH:1][C@H:2]([OH:27])[CH2:4][OH:5])[N:12]=1. (6) Given the reactants [C:1]([OH:4])(=[S:3])[CH3:2].C(=O)([O-])[O-].[Na+].[Na+].Br[C@H:12]([CH2:16][CH:17]([CH3:19])[CH3:18])[C:13]([OH:15])=[O:14].C(OC(C)C)(C)C.C1(NC2CCCCC2)CCCCC1, predict the reaction product. The product is: [C:1]([S:3][C@@H:12]([CH2:16][CH:17]([CH3:19])[CH3:18])[C:13]([OH:15])=[O:14])(=[O:4])[CH3:2].